From a dataset of Full USPTO retrosynthesis dataset with 1.9M reactions from patents (1976-2016). Predict the reactants needed to synthesize the given product. (1) Given the product [Cl:1][C:2]1[CH:32]=[CH:31][C:5]([CH2:6][NH:7][C:8](=[O:30])[CH2:9][C@@H:10]2[CH2:44][C@H:42]([OH:45])[C@@H:43]([OH:37])[CH2:18][CH2:17][C:16](=[O:22])[O:15][C@H:14]([C:23]3[CH:28]=[CH:27][CH:26]=[CH:25][CH:24]=3)[CH2:13][NH:12][C:11]2=[O:29])=[CH:4][CH:3]=1, predict the reactants needed to synthesize it. The reactants are: [Cl:1][C:2]1[CH:32]=[CH:31][C:5]([CH2:6][NH:7][C:8](=[O:30])[CH2:9][C@@H:10]2CC=C[CH2:18][CH2:17][C:16](=[O:22])[O:15][C@H:14]([C:23]3[CH:28]=[CH:27][CH:26]=[CH:25][CH:24]=3)[CH2:13][NH:12][C:11]2=[O:29])=[CH:4][CH:3]=1.C[N+]1([O-])CC[O:37]CC1.C[C:42]([OH:45])([CH3:44])[CH3:43]. (2) Given the product [Cl:10][C:9]1[C:2]([F:1])=[C:3]([CH:6]=[CH:7][CH:8]=1)[CH2:4][NH:5][C:11](=[O:14])[CH:12]=[CH2:13], predict the reactants needed to synthesize it. The reactants are: [F:1][C:2]1[C:9]([Cl:10])=[CH:8][CH:7]=[CH:6][C:3]=1[CH2:4][NH2:5].[C:11](Cl)(=[O:14])[CH:12]=[CH2:13].Cl. (3) The reactants are: [C:1]([C:3]1[CH:4]=[C:5]([C:13](Cl)=[O:14])[CH:6]=[N:7][C:8]=1[O:9][CH:10]([CH3:12])[CH3:11])#[N:2].O[NH:17][C:18](=[NH:36])[C:19]1[CH:20]=[C:21]2[C:26](=[CH:27][CH:28]=1)[CH2:25][N:24]([C:29]([O:31][C:32]([CH3:35])([CH3:34])[CH3:33])=[O:30])[CH2:23][CH2:22]2. Given the product [C:1]([C:3]1[CH:4]=[C:5]([C:13]2[O:14][N:17]=[C:18]([C:19]3[CH:20]=[C:21]4[C:26](=[CH:27][CH:28]=3)[CH2:25][N:24]([C:29]([O:31][C:32]([CH3:35])([CH3:34])[CH3:33])=[O:30])[CH2:23][CH2:22]4)[N:36]=2)[CH:6]=[N:7][C:8]=1[O:9][CH:10]([CH3:12])[CH3:11])#[N:2], predict the reactants needed to synthesize it.